Dataset: Catalyst prediction with 721,799 reactions and 888 catalyst types from USPTO. Task: Predict which catalyst facilitates the given reaction. Reactant: C[O:2][C:3](=[O:32])[CH2:4][CH:5]1[CH2:10][CH2:9][CH:8]([C:11]2[CH:16]=[CH:15][C:14]([C:17]3[CH:22]=[CH:21][C:20]([NH:23][C:24]4[CH:29]=[CH:28][C:27]([S:30][CH3:31])=[CH:26][N:25]=4)=[CH:19][N:18]=3)=[CH:13][CH:12]=2)[CH2:7][CH2:6]1.[Li+].[OH-]. Product: [CH3:31][S:30][C:27]1[CH:28]=[CH:29][C:24]([NH:23][C:20]2[CH:21]=[CH:22][C:17]([C:14]3[CH:15]=[CH:16][C:11]([CH:8]4[CH2:7][CH2:6][CH:5]([CH2:4][C:3]([OH:32])=[O:2])[CH2:10][CH2:9]4)=[CH:12][CH:13]=3)=[N:18][CH:19]=2)=[N:25][CH:26]=1. The catalyst class is: 36.